This data is from Forward reaction prediction with 1.9M reactions from USPTO patents (1976-2016). The task is: Predict the product of the given reaction. The product is: [CH:1]([C:4]1[N:5]=[C:6]([C:9]2[CH:18]=[C:17]([O:19][CH:20]3[CH2:37][CH:36]4[CH:22]([C:23](=[O:43])[N:24]([CH3:42])[CH2:25][CH2:26][CH2:27][CH2:28][CH:29]=[CH:30][CH:31]5[C:33]([C:39]([NH:71][S:72]([N:48]([CH3:51])[CH3:47])(=[O:74])=[O:73])=[O:41])([NH:34][C:35]4=[O:38])[CH2:32]5)[CH2:21]3)[C:16]3[C:11](=[CH:12][C:13]([O:44][CH3:45])=[CH:14][CH:15]=3)[N:10]=2)[S:7][CH:8]=1)([CH3:2])[CH3:3]. Given the reactants [CH:1]([C:4]1[N:5]=[C:6]([C:9]2[CH:18]=[C:17]([O:19][CH:20]3[CH2:37][CH:36]4[CH:22]([C:23](=[O:43])[N:24]([CH3:42])[CH2:25][CH2:26][CH2:27][CH2:28][CH:29]=[CH:30][CH:31]5[C:33]([C:39]([OH:41])=O)([NH:34][C:35]4=[O:38])[CH2:32]5)[CH2:21]3)[C:16]3[C:11](=[CH:12][C:13]([O:44][CH3:45])=[CH:14][CH:15]=3)[N:10]=2)[S:7][CH:8]=1)([CH3:3])[CH3:2].C1N=C[N:48]([C:51](N2C=NC=C2)=O)[CH:47]=1.C1CCN2C(=NCCC2)CC1.CN[N:71](NC)[SH:72](=[O:74])=[O:73].Cl, predict the reaction product.